This data is from Reaction yield outcomes from USPTO patents with 853,638 reactions. The task is: Predict the reaction yield, written as a fraction of the theoretical maximum amount of product (1.0 means a 100% yield; for example, 0.34 means a 34% yield). (1) The reactants are C(O[C:6](=O)[N:7](C)[C:8]1[S:12][C:11]([C:13]2[CH:14]=[N:15][CH:16]=[CH:17][CH:18]=2)=[N:10][C:9]=1[C:19]([F:22])([F:21])[F:20])(C)(C)C.FC(F)(F)C(O)=O. The catalyst is ClCCCl. The product is [CH3:6][NH:7][C:8]1[S:12][C:11]([C:13]2[CH:14]=[N:15][CH:16]=[CH:17][CH:18]=2)=[N:10][C:9]=1[C:19]([F:21])([F:20])[F:22]. The yield is 0.800. (2) The reactants are C(OCC)(=O)CC(OCC)=O.[CH2:12]([CH:16]([C:22]([O:24]CC)=[O:23])[C:17]([O:19]CC)=[O:18])[CH:13]([CH3:15])[CH3:14].[OH-].[K+]. The catalyst is CO.O. The product is [CH2:12]([CH:16]([C:22]([OH:24])=[O:23])[C:17]([OH:19])=[O:18])[CH:13]([CH3:15])[CH3:14]. The yield is 0.840. (3) The reactants are [C:1]([OH:5])([CH3:4])([CH3:3])[CH3:2].C(N(CC)CC)C.[C:13](Cl)(=[O:17])[CH:14]([CH3:16])[CH3:15].Cl. The catalyst is CN(C1C=CN=CC=1)C.ClCCl. The product is [CH3:15][CH:14]([CH3:16])[C:13]([O:5][C:1]([CH3:4])([CH3:3])[CH3:2])=[O:17]. The yield is 0.480.